From a dataset of Forward reaction prediction with 1.9M reactions from USPTO patents (1976-2016). Predict the product of the given reaction. (1) Given the reactants [C:1]1([C:10]2[C:5](=[CH:6][CH:7]=[CH:8][CH:9]=2)[CH2:4][O:3]1)=[O:2].[Br:11][C:12]1[CH:13]=[C:14]([CH:17]=[CH:18][CH:19]=1)[CH:15]=O.C[O-].[Na+], predict the reaction product. The product is: [Br:11][C:12]1[CH:13]=[C:14]([CH:15]2[C:1](=[O:2])[C:10]3[C:5](=[CH:6][CH:7]=[CH:8][CH:9]=3)[C:4]2=[O:3])[CH:17]=[CH:18][CH:19]=1. (2) Given the reactants [Cl:1][C:2]1[N:3]=[C:4]([N:24]2[CH2:29][CH2:28][O:27][CH2:26][CH2:25]2)[C:5]2[S:10][C:9]([CH2:11]N3CCN(C(=O)[C@@H](O)C)CC3)=[C:8]([CH3:23])[C:6]=2[N:7]=1.C([Li])CCC.CN(C)C=[O:38], predict the reaction product. The product is: [Cl:1][C:2]1[N:3]=[C:4]([N:24]2[CH2:29][CH2:28][O:27][CH2:26][CH2:25]2)[C:5]2[S:10][C:9]([CH:11]=[O:38])=[C:8]([CH3:23])[C:6]=2[N:7]=1. (3) Given the reactants [C:1]([NH:4][C:5]1[CH:14]=[C:13]([NH:15][CH2:16][CH2:17][N:18](C(OC(C)(C)C)=O)[CH3:19])[CH:12]=[CH:11][C:6]=1[C:7]([O:9][CH3:10])=[O:8])(=[O:3])[CH3:2].C(O)(C(F)(F)F)=O, predict the reaction product. The product is: [C:1]([NH:4][C:5]1[CH:14]=[C:13]([NH:15][CH2:16][CH2:17][NH:18][CH3:19])[CH:12]=[CH:11][C:6]=1[C:7]([O:9][CH3:10])=[O:8])(=[O:3])[CH3:2]. (4) The product is: [C:19]1([CH2:25][CH2:26][NH:27][C:13](=[O:15])[C:12]2[CH:16]=[CH:17][CH:18]=[C:10]([S:7]([N:1]3[CH2:2][CH2:3][CH2:4][CH2:5][CH2:6]3)(=[O:8])=[O:9])[CH:11]=2)[CH:24]=[CH:23][CH:22]=[CH:21][CH:20]=1. Given the reactants [N:1]1([S:7]([C:10]2[CH:11]=[C:12]([CH:16]=[CH:17][CH:18]=2)[C:13]([OH:15])=O)(=[O:9])=[O:8])[CH2:6][CH2:5][CH2:4][CH2:3][CH2:2]1.[C:19]1([CH2:25][CH2:26][NH2:27])[CH:24]=[CH:23][CH:22]=[CH:21][CH:20]=1, predict the reaction product. (5) Given the reactants [CH2:1]([N:8]([CH2:16][C:17]1[CH:22]=[CH:21][CH:20]=[CH:19][CH:18]=1)[C@@H:9]([CH2:13][CH2:14][CH3:15])[C:10](O)=[O:11])[C:2]1[CH:7]=[CH:6][CH:5]=[CH:4][CH:3]=1.ON1C2C=CC=CC=2N=N1.C(N=C=NCCCN(C)C)C.CN1CCOCC1.Cl.[CH3:52][NH:53][O:54][CH3:55], predict the reaction product. The product is: [CH2:1]([N:8]([CH2:16][C:17]1[CH:22]=[CH:21][CH:20]=[CH:19][CH:18]=1)[C@@H:9]([CH2:13][CH2:14][CH3:15])[C:10]([N:53]([O:54][CH3:55])[CH3:52])=[O:11])[C:2]1[CH:7]=[CH:6][CH:5]=[CH:4][CH:3]=1. (6) Given the reactants [Cl:1][C:2]1[CH:3]=[C:4]([NH:9][C:10]2[C:19]3[C:14](=[CH:15][C:16]([O:21][CH3:22])=[C:17]([OH:20])[CH:18]=3)[N:13]=[CH:12][N:11]=2)[CH:5]=[CH:6][C:7]=1[F:8].Br[CH2:24][CH2:25][CH2:26][CH2:27][CH2:28][C:29]([O:31][CH2:32][CH3:33])=[O:30].ClC1C=C(NC2C3C(=CC(OC)=C(OCC(OCC)=O)C=3)N=CN=2)C=CC=1F, predict the reaction product. The product is: [Cl:1][C:2]1[CH:3]=[C:4]([NH:9][C:10]2[C:19]3[C:14](=[CH:15][C:16]([O:21][CH3:22])=[C:17]([O:20][CH2:24][CH2:25][CH2:26][CH2:27][CH2:28][C:29]([O:31][CH2:32][CH3:33])=[O:30])[CH:18]=3)[N:13]=[CH:12][N:11]=2)[CH:5]=[CH:6][C:7]=1[F:8].